Dataset: NCI-60 drug combinations with 297,098 pairs across 59 cell lines. Task: Regression. Given two drug SMILES strings and cell line genomic features, predict the synergy score measuring deviation from expected non-interaction effect. (1) Drug 1: C1=NC2=C(N=C(N=C2N1C3C(C(C(O3)CO)O)F)Cl)N. Drug 2: CC1=C2C(C(=O)C3(C(CC4C(C3C(C(C2(C)C)(CC1OC(=O)C(C(C5=CC=CC=C5)NC(=O)C6=CC=CC=C6)O)O)OC(=O)C7=CC=CC=C7)(CO4)OC(=O)C)O)C)OC(=O)C. Cell line: DU-145. Synergy scores: CSS=17.8, Synergy_ZIP=6.90, Synergy_Bliss=6.03, Synergy_Loewe=-15.6, Synergy_HSA=-1.91. (2) Drug 1: C1=CN(C=N1)CC(O)(P(=O)(O)O)P(=O)(O)O. Drug 2: C1=NNC2=C1C(=O)NC=N2. Cell line: EKVX. Synergy scores: CSS=0.0840, Synergy_ZIP=1.60, Synergy_Bliss=1.14, Synergy_Loewe=-3.39, Synergy_HSA=-3.24. (3) Drug 1: C1CCC(C1)C(CC#N)N2C=C(C=N2)C3=C4C=CNC4=NC=N3. Drug 2: CC12CCC3C(C1CCC2OP(=O)(O)O)CCC4=C3C=CC(=C4)OC(=O)N(CCCl)CCCl.[Na+]. Cell line: KM12. Synergy scores: CSS=18.3, Synergy_ZIP=-5.46, Synergy_Bliss=-7.78, Synergy_Loewe=-13.6, Synergy_HSA=-6.74. (4) Drug 1: C1CC(=O)NC(=O)C1N2CC3=C(C2=O)C=CC=C3N. Drug 2: CC1=C(C=C(C=C1)C(=O)NC2=CC(=CC(=C2)C(F)(F)F)N3C=C(N=C3)C)NC4=NC=CC(=N4)C5=CN=CC=C5. Cell line: HT29. Synergy scores: CSS=2.13, Synergy_ZIP=4.15, Synergy_Bliss=4.42, Synergy_Loewe=1.05, Synergy_HSA=-0.122. (5) Drug 1: CCCS(=O)(=O)NC1=C(C(=C(C=C1)F)C(=O)C2=CNC3=C2C=C(C=N3)C4=CC=C(C=C4)Cl)F. Drug 2: C1=NC2=C(N=C(N=C2N1C3C(C(C(O3)CO)O)O)F)N. Cell line: HS 578T. Synergy scores: CSS=-0.724, Synergy_ZIP=1.86, Synergy_Bliss=-0.256, Synergy_Loewe=-7.24, Synergy_HSA=-6.68. (6) Drug 1: CC1=C(C=C(C=C1)NC(=O)C2=CC=C(C=C2)CN3CCN(CC3)C)NC4=NC=CC(=N4)C5=CN=CC=C5. Drug 2: CCN(CC)CCCC(C)NC1=C2C=C(C=CC2=NC3=C1C=CC(=C3)Cl)OC. Cell line: SF-539. Synergy scores: CSS=26.2, Synergy_ZIP=-8.50, Synergy_Bliss=-2.29, Synergy_Loewe=-1.15, Synergy_HSA=-0.137. (7) Drug 1: CC1=C2C(C(=O)C3(C(CC4C(C3C(C(C2(C)C)(CC1OC(=O)C(C(C5=CC=CC=C5)NC(=O)OC(C)(C)C)O)O)OC(=O)C6=CC=CC=C6)(CO4)OC(=O)C)OC)C)OC. Drug 2: C1=CC(=CC=C1C#N)C(C2=CC=C(C=C2)C#N)N3C=NC=N3. Cell line: IGROV1. Synergy scores: CSS=36.9, Synergy_ZIP=0.911, Synergy_Bliss=2.10, Synergy_Loewe=-4.04, Synergy_HSA=4.07.